From a dataset of Full USPTO retrosynthesis dataset with 1.9M reactions from patents (1976-2016). Predict the reactants needed to synthesize the given product. (1) Given the product [Cl:26][C:2]1[N:7]2[N:8]=[CH:9][CH:10]=[C:6]2[N:5]=[C:4]([S:11][CH3:12])[C:3]=1[C:13]#[N:14], predict the reactants needed to synthesize it. The reactants are: O[C:2]1[N:7]2[N:8]=[CH:9][CH:10]=[C:6]2[N:5]=[C:4]([S:11][CH3:12])[C:3]=1[C:13]#[N:14].CN(C)C1C=CC=CC=1.P(Cl)(Cl)([Cl:26])=O. (2) Given the product [CH2:19]([CH:15]1[S:12][C:11]([NH:10][C:5]2[CH:6]=[CH:7][CH:8]=[CH:9][C:4]=2[CH:1]([CH3:3])[CH3:2])=[N:13][C:16]1=[O:17])[CH3:20], predict the reactants needed to synthesize it. The reactants are: [CH:1]([C:4]1[CH:9]=[CH:8][CH:7]=[CH:6][C:5]=1[NH:10][C:11]([NH2:13])=[S:12])([CH3:3])[CH3:2].Br[CH:15]([CH2:19][CH3:20])[C:16](O)=[O:17]. (3) Given the product [CH3:1][O:2][CH2:3][CH2:4][O:5][C:6]1[CH:11]=[CH:10][C:9]([NH2:12])=[CH:8][CH:7]=1, predict the reactants needed to synthesize it. The reactants are: [CH3:1][O:2][CH2:3][CH2:4][O:5][C:6]1[CH:11]=[CH:10][C:9]([N+:12]([O-])=O)=[CH:8][CH:7]=1. (4) Given the product [C:1]12([CH2:11][O:12][C:13]3[C:21]([I:22])=[CH:20][C:16]([C:17]([NH:43][S:40]([N:36]4[CH2:39][CH2:38][CH2:37]4)(=[O:42])=[O:41])=[O:19])=[C:15]([F:23])[CH:14]=3)[CH2:2][CH:3]3[CH2:4][CH:5]([CH2:6][CH:7]([CH2:9]3)[CH2:8]1)[CH2:10]2, predict the reactants needed to synthesize it. The reactants are: [C:1]12([CH2:11][O:12][C:13]3[C:21]([I:22])=[CH:20][C:16]([C:17]([OH:19])=O)=[C:15]([F:23])[CH:14]=3)[CH2:10][CH:5]3[CH2:6][CH:7]([CH2:9][CH:3]([CH2:4]3)[CH2:2]1)[CH2:8]2.C(N1C=CN=C1)(N1C=CN=C1)=O.[N:36]1([S:40]([NH2:43])(=[O:42])=[O:41])[CH2:39][CH2:38][CH2:37]1.N12CCCN=C1CCCCC2.Cl. (5) Given the product [Cl:13][CH2:12][CH2:11][S:1][CH2:2][CH2:3][CH2:4][C:5]([O:7][CH3:18])=[O:6], predict the reactants needed to synthesize it. The reactants are: [SH:1][CH2:2][CH2:3][CH2:4][C:5]([OH:7])=[O:6].[H-].[Na+].Br[CH2:11][CH2:12][Cl:13].S(Cl)(Cl)=O.[CH:18](O)(C)C. (6) Given the product [Cl:1][C:2]1[CH:3]=[C:4]([CH2:13][CH2:14][C:15]2([CH:21]3[CH2:25][CH2:24][CH2:23][CH2:22]3)[CH2:16][C:17](=[O:18])[CH2:39][C:40](=[O:41])[O:20]2)[CH:5]=[CH:6][C:7]=1[C:8]([CH3:10])([CH3:9])[C:11]#[N:12], predict the reactants needed to synthesize it. The reactants are: [Cl:1][C:2]1[CH:3]=[C:4]([CH:13]=[CH:14][C:15]([CH:21]2[CH2:25][CH2:24][CH2:23][CH2:22]2)([OH:20])[CH2:16][C:17](O)=[O:18])[CH:5]=[CH:6][C:7]=1[C:8]([C:11]#[N:12])([CH3:10])[CH3:9].C1N=CN(C(N2C=NC=C2)=O)C=1.C([O-])(=O)[CH2:39][C:40]([O-])=[O:41]. (7) The reactants are: [NH2:1][N:2]1[N:11]=[C:10]([C:12]([F:15])([F:14])[F:13])[C:9]2[C:4](=[CH:5][CH:6]=[CH:7][CH:8]=2)[C:3]1=[O:16].[C:17]12([CH2:27][C:28](Cl)=[O:29])[CH2:26][CH:21]3[CH2:22][CH:23]([CH2:25][CH:19]([CH2:20]3)[CH2:18]1)[CH2:24]2. Given the product [C:17]12([CH2:27][C:28]([NH:1][N:2]3[N:11]=[C:10]([C:12]([F:15])([F:13])[F:14])[C:9]4[C:4](=[CH:5][CH:6]=[CH:7][CH:8]=4)[C:3]3=[O:16])=[O:29])[CH2:24][CH:23]3[CH2:22][CH:21]([CH2:20][CH:19]([CH2:25]3)[CH2:18]1)[CH2:26]2, predict the reactants needed to synthesize it. (8) The reactants are: Br[C:2]1[C:10]2[N:9]=[C:8]3[C:11]4([N:33](C(OCCCC)=O)C(=O)[N:7]3[C:6]=2[CH:5]=[CH:4][CH:3]=1)[CH2:16][CH2:15][N:14]([C:17]1[C:18]2[CH:25]=[CH:24][N:23](C(OC(C)(C)C)=O)[C:19]=2[N:20]=[CH:21][N:22]=1)[CH2:13][CH2:12]4.[CH3:43][N:44]1[CH:48]=[C:47](B2OC(C)(C)C(C)(C)O2)[CH:46]=[N:45]1.C(=O)([O-])[O-].[Na+].[Na+]. Given the product [CH3:43][N:44]1[CH:48]=[C:47]([C:2]2[C:10]3[N:9]=[C:8]([C:11]4([NH2:33])[CH2:12][CH2:13][N:14]([C:17]5[C:18]6[CH:25]=[CH:24][NH:23][C:19]=6[N:20]=[CH:21][N:22]=5)[CH2:15][CH2:16]4)[NH:7][C:6]=3[CH:5]=[CH:4][CH:3]=2)[CH:46]=[N:45]1, predict the reactants needed to synthesize it. (9) Given the product [CH3:1][C:2]1[NH:3][C:4]2[C:9]([CH:10]=1)=[C:8]([O:11][CH2:22][C@@H:23]1[CH2:24][O:25]1)[CH:7]=[CH:6][CH:5]=2, predict the reactants needed to synthesize it. The reactants are: [CH3:1][C:2]1[NH:3][C:4]2[CH:5]=[CH:6][CH:7]=[C:8]([OH:11])[C:9]=2[CH:10]=1.C[Si]([N-][Si](C)(C)C)(C)C.[Na+].[CH2:22](OS(C1C=CC=C([N+]([O-])=O)C=1)(=O)=O)[C@@H:23]1[O:25][CH2:24]1.C(=O)([O-])[O-].[Na+].[Na+].